Dataset: Reaction yield outcomes from USPTO patents with 853,638 reactions. Task: Predict the reaction yield, written as a fraction of the theoretical maximum amount of product (1.0 means a 100% yield; for example, 0.34 means a 34% yield). The reactants are [CH3:1][C:2]1[CH:3]=[C:4]([NH2:10])[C:5]([NH2:9])=[CH:6][C:7]=1[CH3:8].[NH2:11][C:12]1[CH:20]=[CH:19][C:15]([C:16](O)=O)=[C:14]([OH:21])[CH:13]=1.O. The catalyst is C(OCC)(=O)C. The product is [NH2:11][C:12]1[CH:20]=[CH:19][C:15]([C:16]2[NH:10][C:4]3[CH:3]=[C:2]([CH3:1])[C:7]([CH3:8])=[CH:6][C:5]=3[N:9]=2)=[C:14]([OH:21])[CH:13]=1. The yield is 0.280.